Task: Predict the reaction yield, written as a fraction of the theoretical maximum amount of product (1.0 means a 100% yield; for example, 0.34 means a 34% yield).. Dataset: Reaction yield outcomes from USPTO patents with 853,638 reactions (1) The reactants are Cl[C:2]1[N:7]=[C:6]([S:8][CH2:9][CH3:10])[C:5]([C:11]([O:13][CH3:14])=[O:12])=[C:4]([C:15]([F:18])([F:17])[F:16])[CH:3]=1.C(SC1C(C(OC)=O)=C(C(F)(F)F)C=C(SCC)N=1)C.[NH:39]1[CH2:44][CH2:43][O:42][CH2:41][CH2:40]1.CCN(C(C)C)C(C)C. The catalyst is CC#N.O.CCOC(C)=O. The product is [CH2:9]([S:8][C:6]1[C:5]([C:11]([O:13][CH3:14])=[O:12])=[C:4]([C:15]([F:18])([F:17])[F:16])[CH:3]=[C:2]([N:39]2[CH2:44][CH2:43][O:42][CH2:41][CH2:40]2)[N:7]=1)[CH3:10]. The yield is 0.160. (2) The reactants are [O:1]1[C:9]2[CH:8]=[CH:7][N:6]=[C:5]([N:10]3[CH2:15][CH2:14][N:13]([CH2:16][CH2:17][CH:18]4[CH2:23][CH2:22][CH:21]([NH:24]C(=O)[O-])[CH2:20][CH2:19]4)[CH2:12][CH2:11]3)[C:4]=2[CH2:3][CH2:2]1.[ClH:28]. The catalyst is ClCCl. The product is [ClH:28].[ClH:28].[ClH:28].[O:1]1[C:9]2[CH:8]=[CH:7][N:6]=[C:5]([N:10]3[CH2:15][CH2:14][N:13]([CH2:16][CH2:17][C@H:18]4[CH2:23][CH2:22][C@H:21]([NH2:24])[CH2:20][CH2:19]4)[CH2:12][CH2:11]3)[C:4]=2[CH2:3][CH2:2]1. The yield is 1.00. (3) The reactants are [OH:1][C:2]1[CH:7]=[CH:6][C:5]([C:8]2[CH:9]=[C:10]3[C:14](=[CH:15][CH:16]=2)[CH2:13][CH:12]([C:17]([O:19]C)=[O:18])[CH2:11]3)=[CH:4][CH:3]=1.Cl[CH2:22][C:23]1[C:24]([C:31]2[C:36]([Cl:37])=[CH:35][CH:34]=[CH:33][C:32]=2[Cl:38])=[N:25][O:26][C:27]=1[CH:28]([CH3:30])[CH3:29].C(=O)([O-])[O-].[K+].[K+].[OH-].[Na+]. The catalyst is CN(C)C=O.C(OCC)(=O)C. The product is [Cl:37][C:36]1[CH:35]=[CH:34][CH:33]=[C:32]([Cl:38])[C:31]=1[C:24]1[C:23]([CH2:22][O:1][C:2]2[CH:7]=[CH:6][C:5]([C:8]3[CH:9]=[C:10]4[C:14](=[CH:15][CH:16]=3)[CH2:13][CH:12]([C:17]([OH:19])=[O:18])[CH2:11]4)=[CH:4][CH:3]=2)=[C:27]([CH:28]([CH3:30])[CH3:29])[O:26][N:25]=1. The yield is 0.480. (4) The product is [CH2:13]([N:9]1[CH2:10][CH2:11][N:6]2[N:5]=[C:4]([N+:1]([O-:3])=[O:2])[CH:12]=[C:7]2[CH2:8]1)[CH3:14]. The catalyst is [Cl-].[Cl-].[Zn+2].CO. The reactants are [N+:1]([C:4]1[CH:12]=[C:7]2[CH2:8][NH:9][CH2:10][CH2:11][N:6]2[N:5]=1)([O-:3])=[O:2].[CH:13](=O)[CH3:14].[BH3-]C#N.[Na+]. The yield is 0.810. (5) The reactants are [CH3:1][O:2][C:3](=[O:25])[CH2:4][C:5]1[CH:10]=[C:9]([Br:11])[C:8]([O:12][C:13]2[CH:18]=[CH:17][C:16]([O:19][CH3:20])=[C:15]([CH:21]([CH3:23])[CH3:22])[CH:14]=2)=[C:7]([Br:24])[CH:6]=1.CCCCCCC.C(OCC)(=O)C.[N+:39]([O-])([OH:41])=[O:40]. The catalyst is C1C=CC=CC=1. The product is [CH3:1][O:2][C:3](=[O:25])[CH2:4][C:5]1[CH:10]=[C:9]([Br:11])[C:8]([O:12][C:13]2[CH:14]=[C:15]([CH:21]([CH3:23])[CH3:22])[C:16]([O:19][CH3:20])=[C:17]([N+:39]([O-:41])=[O:40])[CH:18]=2)=[C:7]([Br:24])[CH:6]=1. The yield is 0.990. (6) The reactants are [C:1](O)(=O)C.C(N)=N.[F:8][C:9]1[CH:10]=[CH:11][C:12]([C@@H:15]([NH:17][C:18]2[N:23]=[C:22]([NH:24][C:25]3[C:26]([O:31][CH3:32])=[N:27][CH:28]=[CH:29][CH:30]=3)[C:21]([NH2:33])=[CH:20][CH:19]=2)[CH3:16])=[N:13][CH:14]=1. The catalyst is C(O)C.C(OCC)(=O)C. The product is [F:8][C:9]1[CH:10]=[CH:11][C:12]([C@@H:15]([NH:17][C:18]2[N:23]=[C:22]3[N:24]([C:25]4[C:26]([O:31][CH3:32])=[N:27][CH:28]=[CH:29][CH:30]=4)[CH:1]=[N:33][C:21]3=[CH:20][CH:19]=2)[CH3:16])=[N:13][CH:14]=1. The yield is 0.840. (7) The reactants are [CH3:1][S:2][C:3]1[CH:8]=[CH:7][C:6]([CH2:9][C:10]([O-:12])=[O:11])=[CH:5][CH:4]=1.ClC1[N:19]=[C:18]([CH3:20])[C:17]([CH:21]=[O:22])=[CH:16][CH:15]=1.[C:23]([O-])([O-])=O.[K+].[K+]. The catalyst is CN(C=O)C. The product is [CH3:23][O:11][C:10](=[O:12])[CH2:9][C:6]1[CH:5]=[CH:4][C:3]([S:2][C:1]2[CH:15]=[CH:16][C:17]([CH:21]=[O:22])=[C:18]([CH3:20])[N:19]=2)=[CH:8][CH:7]=1. The yield is 0.990. (8) The reactants are C([Li])CCC.Br[C:7]1[CH:12]=[CH:11][CH:10]=[C:9]([Br:13])[CH:8]=1.[F:14][CH:15]([F:27])[O:16][C:17]1[CH:22]=[CH:21][C:20]([C:23](=O)[CH3:24])=[CH:19][C:18]=1[F:26]. The catalyst is O1CCCC1. The product is [Br:13][C:9]1[CH:8]=[C:7]([C:23]([C:20]2[CH:21]=[CH:22][C:17]([O:16][CH:15]([F:14])[F:27])=[C:18]([F:26])[CH:19]=2)=[CH2:24])[CH:12]=[CH:11][CH:10]=1. The yield is 0.0500.